From a dataset of Forward reaction prediction with 1.9M reactions from USPTO patents (1976-2016). Predict the product of the given reaction. (1) Given the reactants [CH:1]([O:6][CH3:7])([O:4][CH3:5])OC.CC1C=CC(S(O)(=O)=O)=CC=1.O.[N:20]([CH2:23][CH2:24][CH2:25][O:26][C:27]1[CH:34]=[CH:33][C:30](C=O)=[C:29]([O:35][CH3:36])[CH:28]=1)=[N+:21]=[N-:22], predict the reaction product. The product is: [CH3:7][O:6][CH:1]([O:4][CH3:5])[C:30]1[CH:33]=[CH:34][C:27]([O:26][CH2:25][CH2:24][CH2:23][N:20]=[N+:21]=[N-:22])=[CH:28][C:29]=1[O:35][CH3:36]. (2) Given the reactants [CH3:1][O:2][C:3]1[CH:4]=[C:5]([CH2:13]O)[CH:6]=[CH:7][C:8]=1[S:9]([CH3:12])(=[O:11])=[O:10].C1(C)C=CC=CC=1.P(Br)(Br)[Br:23].O, predict the reaction product. The product is: [Br:23][CH2:13][C:5]1[CH:6]=[CH:7][C:8]([S:9]([CH3:12])(=[O:11])=[O:10])=[C:3]([O:2][CH3:1])[CH:4]=1.